Dataset: Catalyst prediction with 721,799 reactions and 888 catalyst types from USPTO. Task: Predict which catalyst facilitates the given reaction. (1) The catalyst class is: 4. Reactant: [NH2:1][C:2]1[CH:3]=[C:4]([N:8]2[CH2:13][CH2:12][N:11]([CH2:14][CH2:15][CH2:16][CH2:17][NH:18][S:19]([CH:22]3[CH2:27][CH2:26][CH2:25][CH2:24][CH2:23]3)(=[O:21])=[O:20])[CH2:10][CH2:9]2)[CH:5]=[CH:6][CH:7]=1.[C:28](Cl)(=[O:30])[CH3:29]. Product: [CH:22]1([S:19]([NH:18][CH2:17][CH2:16][CH2:15][CH2:14][N:11]2[CH2:12][CH2:13][N:8]([C:4]3[CH:3]=[C:2]([NH:1][C:28](=[O:30])[CH3:29])[CH:7]=[CH:6][CH:5]=3)[CH2:9][CH2:10]2)(=[O:21])=[O:20])[CH2:27][CH2:26][CH2:25][CH2:24][CH2:23]1. (2) Reactant: [CH2:1]([N:8]1[C:13]([CH3:15])([CH3:14])[CH2:12][O:11][CH2:10][C:9]1=O)[C:2]1[CH:7]=[CH:6][CH:5]=[CH:4][CH:3]=1.[H-].[Al+3].[Li+].[H-].[H-].[H-].O.[OH-].[Na+]. Product: [CH2:1]([N:8]1[CH2:9][CH2:10][O:11][CH2:12][C:13]1([CH3:15])[CH3:14])[C:2]1[CH:3]=[CH:4][CH:5]=[CH:6][CH:7]=1. The catalyst class is: 7. (3) Reactant: [C:9](O[C:9]([O:11][C:12]([CH3:15])([CH3:14])[CH3:13])=[O:10])([O:11][C:12]([CH3:15])([CH3:14])[CH3:13])=[O:10].[NH2:16][C:17]1[CH:18]=[C:19]([CH:22]=[C:23]([N:26]2[CH2:31][CH2:30][C@@H:29]([NH2:32])[C@H:28]([O:33][Si:34]([C:37]([CH3:40])([CH3:39])[CH3:38])([CH3:36])[CH3:35])[CH2:27]2)[C:24]=1[Cl:25])[C:20]#[N:21].C(N(CC)CC)C. Product: [NH2:16][C:17]1[C:24]([Cl:25])=[C:23]([N:26]2[CH2:31][CH2:30][C@@H:29]([NH:32][C:9](=[O:10])[O:11][C:12]([CH3:13])([CH3:14])[CH3:15])[C@H:28]([O:33][Si:34]([C:37]([CH3:39])([CH3:38])[CH3:40])([CH3:35])[CH3:36])[CH2:27]2)[CH:22]=[C:19]([C:20]#[N:21])[CH:18]=1. The catalyst class is: 4. (4) Reactant: [CH:1]12[CH2:10][CH:5]3[CH2:6][CH:7]([CH2:9][CH:3]([CH2:4]3)[CH:2]1[NH:11][C:12](=[O:20])[CH2:13][N:14]1[CH2:19][CH2:18][NH:17][CH2:16][CH2:15]1)[CH2:8]2.C(=O)([O-])[O-].[Na+].[Na+].Cl[C:28]1[CH:33]=[CH:32][C:31]([Cl:34])=[CH:30][N:29]=1. Product: [CH:1]12[CH2:10][CH:5]3[CH2:6][CH:7]([CH2:9][CH:3]([CH2:4]3)[CH:2]1[NH:11][C:12](=[O:20])[CH2:13][N:14]1[CH2:19][CH2:18][N:17]([C:28]3[CH:33]=[CH:32][C:31]([Cl:34])=[CH:30][N:29]=3)[CH2:16][CH2:15]1)[CH2:8]2. The catalyst class is: 16. (5) The catalyst class is: 25. Product: [OH:3][C@@H:1]([C:4]1[S:8][C:7]([C:9]#[N:10])=[CH:6][CH:5]=1)[CH3:2]. Reactant: [C:1]([C:4]1[S:8][C:7]([C:9]#[N:10])=[CH:6][CH:5]=1)(=[O:3])[CH3:2]. (6) Reactant: [CH2:1]([NH:3][C:4]1[CH:9]=[CH:8][CH:7]=[CH:6][CH:5]=1)[CH3:2].C(N(CC)CC)C.Br[CH2:18][CH2:19][CH2:20][C:21]([O:23][CH2:24][CH3:25])=[O:22]. Product: [CH2:1]([N:3]([C:4]1[CH:9]=[CH:8][CH:7]=[CH:6][CH:5]=1)[CH2:18][CH2:19][CH2:20][C:21]([O:23][CH2:24][CH3:25])=[O:22])[CH3:2]. The catalyst class is: 13. (7) Reactant: [C:1]1([C:7]2[O:11][C:10]([C:12]([N:14]3[CH2:17][CH:16]([O:18][C:19]4[CH:26]=[CH:25][C:22]([CH:23]=O)=[CH:21][CH:20]=4)[CH2:15]3)=[O:13])=[N:9][N:8]=2)[CH:6]=[CH:5][CH:4]=[CH:3][CH:2]=1.Cl.[F:28][CH:29]([F:34])[CH:30]1[CH2:33][NH:32][CH2:31]1.CCN(C(C)C)C(C)C.C(O[BH-](OC(=O)C)OC(=O)C)(=O)C.[Na+]. Product: [F:28][CH:29]([F:34])[CH:30]1[CH2:33][N:32]([CH2:23][C:22]2[CH:21]=[CH:20][C:19]([O:18][CH:16]3[CH2:17][N:14]([C:12]([C:10]4[O:11][C:7]([C:1]5[CH:6]=[CH:5][CH:4]=[CH:3][CH:2]=5)=[N:8][N:9]=4)=[O:13])[CH2:15]3)=[CH:26][CH:25]=2)[CH2:31]1. The catalyst class is: 2. (8) Reactant: [Cl-].[CH3:2][Zn+].Br[C:5]1[C:13]2[C:8](=[N:9][CH:10]=[C:11]([C:15]3[CH:20]=[CH:19][CH:18]=[CH:17][CH:16]=3)[C:12]=2[Cl:14])[N:7]([S:21]([C:24]2[CH:29]=[CH:28][CH:27]=[CH:26][CH:25]=2)(=[O:23])=[O:22])[CH:6]=1. Product: [Cl:14][C:12]1[C:11]([C:15]2[CH:20]=[CH:19][CH:18]=[CH:17][CH:16]=2)=[CH:10][N:9]=[C:8]2[N:7]([S:21]([C:24]3[CH:29]=[CH:28][CH:27]=[CH:26][CH:25]=3)(=[O:23])=[O:22])[CH:6]=[C:5]([CH3:2])[C:13]=12. The catalyst class is: 176.